From a dataset of Reaction yield outcomes from USPTO patents with 853,638 reactions. Predict the reaction yield, written as a fraction of the theoretical maximum amount of product (1.0 means a 100% yield; for example, 0.34 means a 34% yield). (1) The reactants are [C:1]([C:5]1[CH:10]=[C:9]([CH3:11])[C:8]([N+:12]([O-:14])=[O:13])=[CH:7][C:6]=1[N+:15]([O-:17])=[O:16])([CH3:4])([CH3:3])[CH3:2].C(C1C=CC([N+]([O-])=O)=C(C)C=1[N+]([O-])=O)(C)(C)C.C[C:36]([N:38]([CH3:40])[CH3:39])=O. The catalyst is CN(C=O)C. The product is [C:1]([C:5]1[C:6]([N+:15]([O-:17])=[O:16])=[CH:7][C:8]([N+:12]([O-:14])=[O:13])=[C:9](/[CH:11]=[CH:36]/[N:38]([CH3:40])[CH3:39])[CH:10]=1)([CH3:4])([CH3:2])[CH3:3]. The yield is 0.680. (2) The reactants are [NH:1]([CH2:5][CH2:6][OH:7])[CH2:2][CH2:3][OH:4].[CH2:8](Br)[C:9]1[CH:14]=[CH:13][CH:12]=[CH:11][CH:10]=1.C(=O)([O-])[O-].[K+].[K+]. The catalyst is CC(C)=O. The product is [CH2:8]([N:1]([CH2:5][CH2:6][OH:7])[CH2:2][CH2:3][OH:4])[C:9]1[CH:14]=[CH:13][CH:12]=[CH:11][CH:10]=1. The yield is 0.730.